This data is from Catalyst prediction with 721,799 reactions and 888 catalyst types from USPTO. The task is: Predict which catalyst facilitates the given reaction. Reactant: Cl.[CH2:2]([O:4][C:5](=[O:9])[CH2:6][CH2:7][NH2:8])[CH3:3].C(N([CH2:15][CH3:16])CC)C.C([CH:19]([C:23](Cl)=[O:24])[C:20](Cl)=[O:21])C.C(=O)([O-])[O-:27].[K+].[K+]. Product: [O:24]=[C:23]([NH:8][CH2:7][CH2:6][C:5]([O:4][CH2:2][CH3:3])=[O:9])[CH2:19][C:20]([O:21][CH2:15][CH3:16])=[O:27]. The catalyst class is: 4.